Dataset: Forward reaction prediction with 1.9M reactions from USPTO patents (1976-2016). Task: Predict the product of the given reaction. Given the reactants [CH3:1][O:2][C:3]1[CH:4]=[C:5]([NH:11][C:12]2[C:13]3[N:38]=[CH:37][S:36][C:14]=3[N:15]=[C:16]([N:18]3[CH2:22][CH2:21][CH:20]([NH:23][C:24]([C:26]4[CH:35]=[CH:34][C:29]([C:30]([O:32]C)=[O:31])=[CH:28][CH:27]=4)=[O:25])[CH2:19]3)[N:17]=2)[CH:6]=[CH:7][C:8]=1[O:9][CH3:10].O[Li].O, predict the reaction product. The product is: [CH3:1][O:2][C:3]1[CH:4]=[C:5]([NH:11][C:12]2[C:13]3[N:38]=[CH:37][S:36][C:14]=3[N:15]=[C:16]([N:18]3[CH2:22][CH2:21][CH:20]([NH:23][C:24]([C:26]4[CH:35]=[CH:34][C:29]([C:30]([OH:32])=[O:31])=[CH:28][CH:27]=4)=[O:25])[CH2:19]3)[N:17]=2)[CH:6]=[CH:7][C:8]=1[O:9][CH3:10].